The task is: Regression/Classification. Given a drug SMILES string, predict its absorption, distribution, metabolism, or excretion properties. Task type varies by dataset: regression for continuous measurements (e.g., permeability, clearance, half-life) or binary classification for categorical outcomes (e.g., BBB penetration, CYP inhibition). Dataset: cyp3a4_veith.. This data is from CYP3A4 inhibition data for predicting drug metabolism from PubChem BioAssay. The drug is N#Cc1c(NC(=O)C2CC(c3ccccc3Cl)=NO2)sc2c1CCC2. The result is 1 (inhibitor).